This data is from Full USPTO retrosynthesis dataset with 1.9M reactions from patents (1976-2016). The task is: Predict the reactants needed to synthesize the given product. Given the product [S:1]([O-:5])([OH:4])(=[O:3])=[O:2].[C:20]1([C:15]2[CH:16]=[CH:17][C:18]([N+:19]#[N:6])=[C:13]([N+:10]([O-:12])=[O:11])[CH:14]=2)[CH:25]=[CH:24][CH:23]=[CH:22][CH:21]=1, predict the reactants needed to synthesize it. The reactants are: [S:1](=[O:5])(=[O:4])([OH:3])[OH:2].[N:6]([O-])=O.[Na+].[N+:10]([C:13]1[CH:14]=[C:15]([C:20]2[CH:25]=[CH:24][CH:23]=[CH:22][CH:21]=2)[CH:16]=[CH:17][C:18]=1[NH2:19])([O-:12])=[O:11].C(OCC)C.